This data is from Forward reaction prediction with 1.9M reactions from USPTO patents (1976-2016). The task is: Predict the product of the given reaction. (1) Given the reactants [OH:1][C:2]([CH3:31])([CH3:30])[C@H:3]([NH:5][C:6]([C:8]1[C:16]2[C:11](=[N:12][CH:13]=[C:14]([C:17]3[S:18][CH:19]=[CH:20][N:21]=3)[N:15]=2)[N:10](COCC[Si](C)(C)C)[CH:9]=1)=[O:7])[CH3:4].OC(C)(C)[C@H](NC(C1C2C(=NC=C(C3C=NN(CC)C=3)N=2)N(COCC[Si](C)(C)C)C=1)=O)C, predict the reaction product. The product is: [OH:1][C:2]([CH3:30])([CH3:31])[C@H:3]([NH:5][C:6]([C:8]1[C:16]2[C:11](=[N:12][CH:13]=[C:14]([C:17]3[S:18][CH:19]=[CH:20][N:21]=3)[N:15]=2)[NH:10][CH:9]=1)=[O:7])[CH3:4]. (2) Given the reactants [CH3:1][O:2][C:3](=[O:28])[C@@H:4]([CH2:21][C:22]1[CH:27]=[CH:26][CH:25]=[CH:24][CH:23]=1)[CH2:5][N:6]1[CH2:11][CH2:10][C@:9]([C:13]2[CH:18]=[CH:17][CH:16]=[C:15]([OH:19])[CH:14]=2)([CH3:12])[C@@H:8]([CH3:20])[CH2:7]1.C(N(CC)CC)C.C1C=CC(N([S:43]([C:46]([F:49])([F:48])[F:47])(=[O:45])=[O:44])[S:43]([C:46]([F:49])([F:48])[F:47])(=[O:45])=[O:44])=CC=1, predict the reaction product. The product is: [CH3:1][O:2][C:3](=[O:28])[C@@H:4]([CH2:21][C:22]1[CH:27]=[CH:26][CH:25]=[CH:24][CH:23]=1)[CH2:5][N:6]1[CH2:11][CH2:10][C@@:9]([CH3:12])([C:13]2[CH:18]=[CH:17][CH:16]=[C:15]([O:19][S:43]([C:46]([F:49])([F:48])[F:47])(=[O:45])=[O:44])[CH:14]=2)[C@@H:8]([CH3:20])[CH2:7]1.